Dataset: Catalyst prediction with 721,799 reactions and 888 catalyst types from USPTO. Task: Predict which catalyst facilitates the given reaction. (1) Reactant: [F:1][B-](F)(F)F.N#[O+].[CH3:8][O:9][C:10](=[O:34])[C:11]1[CH:23]=[C:22]([C:24]2([C:29]3[O:30][CH:31]=[CH:32][CH:33]=3)SCCS2)[CH:21]=[C:13]([C:14]([N:16]([CH3:20])[CH2:17][CH2:18][CH3:19])=[O:15])[CH:12]=1.C1C=CN=CC=1.[FH:41]. Product: [CH3:8][O:9][C:10](=[O:34])[C:11]1[CH:23]=[C:22]([C:24]([F:1])([F:41])[C:29]2[O:30][CH:31]=[CH:32][CH:33]=2)[CH:21]=[C:13]([C:14]([N:16]([CH3:20])[CH2:17][CH2:18][CH3:19])=[O:15])[CH:12]=1. The catalyst class is: 4. (2) Reactant: C(OC([NH:8][C@@H:9]([CH2:35][C:36]1[CH:45]=[CH:44][C:39]2[O:40][CH2:41][CH2:42][O:43][C:38]=2[CH:37]=1)[CH2:10][N:11]([C:19]1[S:20][C:21]([C:24]2[CH:25]=[C:26]3[C:31](=[CH:32][CH:33]=2)[CH:30]=[N:29][C:28]([F:34])=[CH:27]3)=[CH:22][N:23]=1)C(=O)OC(C)(C)C)=O)(C)(C)C.C(O)(C(F)(F)F)=O. Product: [NH2:8][C@@H:9]([CH2:35][C:36]1[CH:45]=[CH:44][C:39]2[O:40][CH2:41][CH2:42][O:43][C:38]=2[CH:37]=1)[CH2:10][NH:11][C:19]1[S:20][C:21]([C:24]2[CH:25]=[C:26]3[C:31](=[CH:32][CH:33]=2)[CH:30]=[N:29][C:28]([F:34])=[CH:27]3)=[CH:22][N:23]=1. The catalyst class is: 2. (3) Product: [C:17]([O:20][CH:21]1[CH:26]([N:27]([CH3:28])[CH3:29])[CH2:25][CH:24]([CH3:30])[O:23][CH:22]1[O:16][CH:1]1[CH2:15][CH2:14][CH2:13][CH2:12][CH2:11][CH2:10][CH2:9][CH2:8][CH2:7][CH2:6][CH2:5][CH2:4][CH2:3][CH2:2]1)(=[O:19])[CH3:18]. Reactant: [CH:1]1([OH:16])[CH2:15][CH2:14][CH2:13][CH2:12][CH2:11][CH2:10][CH2:9][CH2:8][CH2:7][CH2:6][CH2:5][CH2:4][CH2:3][CH2:2]1.[C:17]([O:20][CH:21]1[CH:26]([N:27]([CH3:29])[CH3:28])[CH2:25][CH:24]([CH3:30])[O:23][CH:22]1F)(=[O:19])[CH3:18].B(F)(F)F.CCOCC. The catalyst class is: 13. (4) Reactant: BrC1C=CC(CC)=CC=1.C([Li])(C)(C)C.CCCCC.C(OC1C(C=O)=CC=CN=1)C1C=CC=CC=1.[CH2:36]([O:43][C:44]1[C:49]([CH:50]([C:52]2[CH:57]=[CH:56][C:55]([CH2:58][CH3:59])=[CH:54][CH:53]=2)[OH:51])=[CH:48][CH:47]=[C:46](C)[N:45]=1)[C:37]1[CH:42]=[CH:41][CH:40]=[CH:39][CH:38]=1. Product: [CH2:36]([O:43][C:44]1[C:49]([CH:50]([C:52]2[CH:53]=[CH:54][C:55]([CH2:58][CH3:59])=[CH:56][CH:57]=2)[OH:51])=[CH:48][CH:47]=[CH:46][N:45]=1)[C:37]1[CH:38]=[CH:39][CH:40]=[CH:41][CH:42]=1. The catalyst class is: 7. (5) Product: [C:1]([O:5][C:6]([NH:8][C@H:9]1[CH2:14][CH2:13][CH2:12][CH2:11][C@H:10]1[NH:15][C:16]1[N:21]=[C:20]([CH2:36][CH2:37][C:38]2[CH:43]=[CH:42][CH:41]=[CH:40][CH:39]=2)[C:19]2[C:23](=[O:33])[N:24]([C:26]([O:28][C:29]([CH3:32])([CH3:31])[CH3:30])=[O:27])[CH2:25][C:18]=2[C:17]=1[F:34])=[O:7])([CH3:4])([CH3:3])[CH3:2]. Reactant: [C:1]([O:5][C:6]([NH:8][C@H:9]1[CH2:14][CH2:13][CH2:12][CH2:11][C@H:10]1[NH:15][C:16]1[N:21]=[C:20](Cl)[C:19]2[C:23](=[O:33])[N:24]([C:26]([O:28][C:29]([CH3:32])([CH3:31])[CH3:30])=[O:27])[CH2:25][C:18]=2[C:17]=1[F:34])=[O:7])([CH3:4])([CH3:3])[CH3:2].[B-](F)(F)(F)[CH2:36][CH2:37][C:38]1[CH:43]=[CH:42][CH:41]=[CH:40][CH:39]=1.[K+].C(=O)([O-])[O-].[Na+].[Na+]. The catalyst class is: 551. (6) Reactant: [Br-].[C:2]([CH2:5][CH2:6][CH2:7][P+](C1C=CC=CC=1)(C1C=CC=CC=1)C1C=CC=CC=1)([OH:4])=[O:3].CC([O-])(C)C.[K+].[Br:33][C:34]1[CH:35]=[C:36]([CH:39]=[CH:40][CH:41]=1)[CH:37]=O. Product: [Br:33][C:34]1[CH:35]=[C:36]([CH:37]=[CH:7][CH2:6][CH2:5][C:2]([OH:4])=[O:3])[CH:39]=[CH:40][CH:41]=1. The catalyst class is: 58. (7) Reactant: Cl[CH2:2][CH2:3][CH2:4][CH2:5][CH:6]([C:14]1[NH:18][N:17]=[C:16]([NH:19][C:20]2[CH:25]=[CH:24][C:23]([N:26]3[CH:30]=[C:29]([Cl:31])[N:28]=[CH:27]3)=[C:22]([O:32][CH3:33])[CH:21]=2)[N:15]=1)[C:7]1[CH:12]=[CH:11][CH:10]=[CH:9][C:8]=1[F:13].[I-].[Na+]. Product: [Cl:31][C:29]1[N:28]=[CH:27][N:26]([C:23]2[CH:24]=[CH:25][C:20]([NH:19][C:16]3[N:15]=[C:14]4[CH:6]([C:7]5[CH:12]=[CH:11][CH:10]=[CH:9][C:8]=5[F:13])[CH2:5][CH2:4][CH2:3][CH2:2][N:18]4[N:17]=3)=[CH:21][C:22]=2[O:32][CH3:33])[CH:30]=1. The catalyst class is: 21. (8) Reactant: [Cl:1][C:2]1[CH:7]=[CH:6][C:5](/[CH:8]=[CH:9]/[CH2:10][N:11]2[CH2:16][CH2:15][N:14]([C:17]3[CH:22]=[C:21]([F:23])[CH:20]=[CH:19][C:18]=3[N+:24]([O-])=O)[C:13](=[O:27])[CH2:12]2)=[CH:4][CH:3]=1.O.NN. Product: [NH2:24][C:18]1[CH:19]=[CH:20][C:21]([F:23])=[CH:22][C:17]=1[N:14]1[CH2:15][CH2:16][N:11]([CH2:10]/[CH:9]=[CH:8]/[C:5]2[CH:4]=[CH:3][C:2]([Cl:1])=[CH:7][CH:6]=2)[CH2:12][C:13]1=[O:27]. The catalyst class is: 470. (9) Reactant: [Cl:1][C:2]1[CH:7]=[CH:6][C:5]([C:8]2[C:9]([CH3:15])([CH3:14])[CH2:10][NH:11][CH2:12][CH:13]=2)=[CH:4][CH:3]=1.[C:16](O[C:16]([O:18][C:19]([CH3:22])([CH3:21])[CH3:20])=[O:17])([O:18][C:19]([CH3:22])([CH3:21])[CH3:20])=[O:17]. Product: [Cl:1][C:2]1[CH:7]=[CH:6][C:5]([C:8]2[C:9]([CH3:15])([CH3:14])[CH2:10][N:11]([C:16]([O:18][C:19]([CH3:22])([CH3:21])[CH3:20])=[O:17])[CH2:12][CH:13]=2)=[CH:4][CH:3]=1. The catalyst class is: 1.